Task: Binary Classification. Given a drug SMILES string, predict its activity (active/inactive) in a high-throughput screening assay against a specified biological target.. Dataset: Cav3 T-type calcium channel HTS with 100,875 compounds (1) The drug is s1c(C(=O)N(CC(=O)NC2CCCCC2)c2cc(ccc2)C)ccc1C. The result is 0 (inactive). (2) The drug is S(=O)(=O)(N1CC(CCC1)C(=O)NCC1OCCC1)c1c2nsnc2ccc1. The result is 0 (inactive). (3) The result is 0 (inactive). The drug is s1c2CN(CCc2c(c1N)C#N)CC. (4) The molecule is Clc1cc(NC2N(C(=O)c3c2cccc3)c2ncccc2)ccc1OC. The result is 0 (inactive).